This data is from Peptide-MHC class I binding affinity with 185,985 pairs from IEDB/IMGT. The task is: Regression. Given a peptide amino acid sequence and an MHC pseudo amino acid sequence, predict their binding affinity value. This is MHC class I binding data. (1) The peptide sequence is FAAAAARTL. The MHC is HLA-A26:01 with pseudo-sequence HLA-A26:01. The binding affinity (normalized) is 0.0847. (2) The peptide sequence is AEIIRMMEGA. The MHC is HLA-B40:01 with pseudo-sequence HLA-B40:01. The binding affinity (normalized) is 0.0539. (3) The peptide sequence is RRFQHKDGH. The MHC is HLA-A03:01 with pseudo-sequence HLA-A03:01. The binding affinity (normalized) is 0.0847. (4) The peptide sequence is FLDSLYDLI. The MHC is Mamu-B01 with pseudo-sequence Mamu-B01. The binding affinity (normalized) is 0.144.